This data is from Orexin1 receptor HTS with 218,158 compounds and 233 confirmed actives. The task is: Binary Classification. Given a drug SMILES string, predict its activity (active/inactive) in a high-throughput screening assay against a specified biological target. (1) The drug is O=C(Nc1[nH]c2c(n1)cccc2)CC1CCCC1. The result is 0 (inactive). (2) The molecule is Fc1ccc(NC(=O)CN(C(=O)COC(=O)Cc2cc(OC)ccc2)C)cc1. The result is 0 (inactive).